This data is from Catalyst prediction with 721,799 reactions and 888 catalyst types from USPTO. The task is: Predict which catalyst facilitates the given reaction. (1) Reactant: [N:1]([CH:4]1[CH2:10][CH:9]([CH3:11])[CH2:8][N:7]([S:12]([C:15]2[CH:20]=[CH:19][CH:18]=[CH:17][N:16]=2)(=[O:14])=[O:13])[CH2:6][CH:5]1[OH:21])=[N+]=[N-].C1C=CC(P(C2C=CC=CC=2)C2C=CC=CC=2)=CC=1. Product: [NH2:1][CH:4]1[CH2:10][CH:9]([CH3:11])[CH2:8][N:7]([S:12]([C:15]2[CH:20]=[CH:19][CH:18]=[CH:17][N:16]=2)(=[O:14])=[O:13])[CH2:6][CH:5]1[OH:21]. The catalyst class is: 20. (2) Reactant: [Cl:1][C:2]1[CH:7]=[CH:6][C:5]([CH2:8][CH2:9]O)=[CH:4][CH:3]=1.S(Cl)([Cl:13])=O. Product: [Cl:1][C:2]1[CH:7]=[CH:6][C:5]([CH2:8][CH2:9][Cl:13])=[CH:4][CH:3]=1. The catalyst class is: 3. (3) Reactant: S(=O)(=O)(O)[OH:2].[Cl:6][C:7]1[CH:8]=[C:9]([C:13]2[N:18]=[C:17]([O:19][C:20]3[N:25]=[CH:24][C:23]([CH2:26][C:27]#[N:28])=[CH:22][CH:21]=3)[CH:16]=[C:15]([CH2:29][CH3:30])[N:14]=2)[CH:10]=[CH:11][CH:12]=1. Product: [Cl:6][C:7]1[CH:8]=[C:9]([C:13]2[N:18]=[C:17]([O:19][C:20]3[N:25]=[CH:24][C:23]([CH2:26][C:27]([NH2:28])=[O:2])=[CH:22][CH:21]=3)[CH:16]=[C:15]([CH2:29][CH3:30])[N:14]=2)[CH:10]=[CH:11][CH:12]=1. The catalyst class is: 389. (4) Reactant: [Br:1][C:2]1[CH:7]=[CH:6][C:5]([Br:8])=[CH:4][C:3]=1[S:9]([NH:12][C@@H:13]1[CH2:17][CH2:16][N:15]([C:18]([O:20][C:21]([CH3:24])([CH3:23])[CH3:22])=[O:19])[CH2:14]1)(=[O:11])=[O:10].[H-].[Na+].Br[CH2:28][CH2:29][CH3:30]. The catalyst class is: 31. Product: [Br:1][C:2]1[CH:7]=[CH:6][C:5]([Br:8])=[CH:4][C:3]=1[S:9]([N:12]([CH2:28][CH2:29][CH3:30])[C@@H:13]1[CH2:17][CH2:16][N:15]([C:18]([O:20][C:21]([CH3:24])([CH3:23])[CH3:22])=[O:19])[CH2:14]1)(=[O:11])=[O:10]. (5) Reactant: [NH2:1][C:2]1[CH:7]=[C:6]([N:8]2[CH2:13][CH2:12][N:11]([CH3:14])[CH2:10][CH2:9]2)[N:5]=[C:4]([C:15]2[CH:16]=[C:17]([CH:26]=[CH:27][CH:28]=2)[O:18][CH2:19][C:20]([NH:22][CH:23]([CH3:25])[CH3:24])=[O:21])[N:3]=1.I[C:30]1[CH:35]=[CH:34][N:33]=[CH:32][CH:31]=1.CC(C1C=C(C(C)C)C(C2C=CC=CC=2P(C2CCCCC2)C2CCCCC2)=C(C(C)C)C=1)C.C([O-])([O-])=O.[Cs+].[Cs+]. Product: [CH:23]([NH:22][C:20](=[O:21])[CH2:19][O:18][C:17]1[CH:26]=[CH:27][CH:28]=[C:15]([C:4]2[N:5]=[C:6]([N:8]3[CH2:9][CH2:10][N:11]([CH3:14])[CH2:12][CH2:13]3)[CH:7]=[C:2]([NH:1][C:30]3[CH:35]=[CH:34][N:33]=[CH:32][CH:31]=3)[N:3]=2)[CH:16]=1)([CH3:24])[CH3:25]. The catalyst class is: 62. (6) The catalyst class is: 678. Product: [Cl:9][C:10]1[CH:15]=[CH:14][C:13]([CH2:16][CH2:17][NH:18][C:19](=[O:25])[CH2:20][C:21]([F:24])([F:23])[F:22])=[CH:12][C:11]=1[CH:26]=[O:27]. Reactant: C[N+]1([O-])CCOCC1.[Cl:9][C:10]1[CH:15]=[CH:14][C:13]([CH2:16][CH2:17][NH:18][C:19](=[O:25])[CH2:20][C:21]([F:24])([F:23])[F:22])=[CH:12][C:11]=1[CH2:26][OH:27]. (7) Reactant: Cl.C(=[N:15][C:16]1[CH:21]=[CH:20][CH:19]=[C:18]([C:22]2[CH2:27][CH2:26][CH:25]([N:28]([CH3:30])[CH3:29])[CH2:24][CH:23]=2)[C:17]=1[F:31])(C1C=CC=CC=1)C1C=CC=CC=1.[NH4+].[OH-]. Product: [CH3:29][N:28]([CH3:30])[CH:25]1[CH2:26][CH2:27][C:22]([C:18]2[C:17]([F:31])=[C:16]([NH2:15])[CH:21]=[CH:20][CH:19]=2)=[CH:23][CH2:24]1. The catalyst class is: 1.